Dataset: Forward reaction prediction with 1.9M reactions from USPTO patents (1976-2016). Task: Predict the product of the given reaction. Given the reactants [NH2:1][C:2]1[C:11](Cl)=[N:10][CH:9]=[CH:8][C:3]=1[C:4]([O:6][CH3:7])=[O:5].[CH2:13]([OH:16])[C:14]#[CH:15], predict the reaction product. The product is: [NH2:1][C:2]1[C:11]([C:15]#[C:14][CH2:13][OH:16])=[N:10][CH:9]=[CH:8][C:3]=1[C:4]([O:6][CH3:7])=[O:5].